Dataset: Peptide-MHC class I binding affinity with 185,985 pairs from IEDB/IMGT. Task: Regression. Given a peptide amino acid sequence and an MHC pseudo amino acid sequence, predict their binding affinity value. This is MHC class I binding data. (1) The peptide sequence is ILYKRETTR. The MHC is HLA-B15:03 with pseudo-sequence HLA-B15:03. The binding affinity (normalized) is 0.273. (2) The peptide sequence is AHKYQVPSL. The MHC is Mamu-A07 with pseudo-sequence Mamu-A07. The binding affinity (normalized) is 0.365.